Task: Predict the product of the given reaction.. Dataset: Forward reaction prediction with 1.9M reactions from USPTO patents (1976-2016) (1) Given the reactants [C:1]([C:3]1([C:16](=[O:29])[NH:17][CH2:18][C:19]2[CH:20]=[N:21][C:22]([C:25]([F:28])([F:27])[F:26])=[CH:23][CH:24]=2)[CH2:8][CH2:7][N:6]([C:9]([O:11][C:12]([CH3:15])([CH3:14])[CH3:13])=[O:10])[CH2:5][CH2:4]1)#[N:2], predict the reaction product. The product is: [NH2:2][CH2:1][C:3]1([C:16](=[O:29])[NH:17][CH2:18][C:19]2[CH:20]=[N:21][C:22]([C:25]([F:28])([F:26])[F:27])=[CH:23][CH:24]=2)[CH2:4][CH2:5][N:6]([C:9]([O:11][C:12]([CH3:15])([CH3:14])[CH3:13])=[O:10])[CH2:7][CH2:8]1. (2) Given the reactants [OH:1][NH2:2].C([O:5][C:6](=O)[CH2:7][CH2:8][CH2:9][CH2:10][CH2:11][CH2:12][N:13]([C:20]1[CH:25]=[C:24]([O:26][CH2:27][CH3:28])[CH:23]=[CH:22][N:21]=1)[C:14]1[CH:19]=[CH:18][CH:17]=[CH:16][N:15]=1)C, predict the reaction product. The product is: [OH:1][NH:2][C:6](=[O:5])[CH2:7][CH2:8][CH2:9][CH2:10][CH2:11][CH2:12][N:13]([C:20]1[CH:25]=[C:24]([O:26][CH2:27][CH3:28])[CH:23]=[CH:22][N:21]=1)[C:14]1[CH:19]=[CH:18][CH:17]=[CH:16][N:15]=1.